From a dataset of NCI-60 drug combinations with 297,098 pairs across 59 cell lines. Regression. Given two drug SMILES strings and cell line genomic features, predict the synergy score measuring deviation from expected non-interaction effect. (1) Drug 1: COC1=NC(=NC2=C1N=CN2C3C(C(C(O3)CO)O)O)N. Drug 2: CC1=C(C(=O)C2=C(C1=O)N3CC4C(C3(C2COC(=O)N)OC)N4)N. Cell line: SK-MEL-5. Synergy scores: CSS=41.6, Synergy_ZIP=1.04, Synergy_Bliss=2.82, Synergy_Loewe=-32.0, Synergy_HSA=4.31. (2) Drug 1: CC1=C(C=C(C=C1)NC2=NC=CC(=N2)N(C)C3=CC4=NN(C(=C4C=C3)C)C)S(=O)(=O)N.Cl. Drug 2: C1CC(=O)NC(=O)C1N2CC3=C(C2=O)C=CC=C3N. Cell line: NCI-H226. Synergy scores: CSS=13.4, Synergy_ZIP=-2.01, Synergy_Bliss=1.26, Synergy_Loewe=-2.75, Synergy_HSA=3.04. (3) Drug 1: CCN(CC)CCNC(=O)C1=C(NC(=C1C)C=C2C3=C(C=CC(=C3)F)NC2=O)C. Drug 2: CC1C(C(CC(O1)OC2CC(CC3=C2C(=C4C(=C3O)C(=O)C5=C(C4=O)C(=CC=C5)OC)O)(C(=O)CO)O)N)O.Cl. Cell line: SF-539. Synergy scores: CSS=46.8, Synergy_ZIP=-4.36, Synergy_Bliss=-3.86, Synergy_Loewe=-4.24, Synergy_HSA=-0.173.